From a dataset of Forward reaction prediction with 1.9M reactions from USPTO patents (1976-2016). Predict the product of the given reaction. (1) Given the reactants [H-].[Na+].[NH:3]1[C:7]2=[N:8][CH:9]=[CH:10][CH:11]=[C:6]2[CH:5]=[CH:4]1.[CH3:12][Si:13]([CH3:20])([CH3:19])[CH2:14][CH2:15][O:16][CH2:17]Cl.O, predict the reaction product. The product is: [CH3:12][Si:13]([CH3:20])([CH3:19])[CH2:14][CH2:15][O:16][CH2:17][N:3]1[C:7]2=[N:8][CH:9]=[CH:10][CH:11]=[C:6]2[CH:5]=[CH:4]1. (2) Given the reactants [CH3:1][C:2]([C:8]1[CH:13]=[CH:12][CH:11]=[CH:10][CH:9]=1)([CH3:7])[CH2:3][C:4]([OH:6])=O.[OH:14][C:15]1[C:23]2N=NNC=2C=C[CH:16]=1.[CH3:24]N1CCOCC1.[CH3:31]/[C:32](=[CH:38]\[C@@H:39]([N:43]([CH3:53])[C:44](=[O:52])[C@H:45]([C:47]([CH3:51])([CH2:49][CH3:50])[CH3:48])[NH2:46])[CH:40]([CH3:42])[CH3:41])/[C:33]([O:35][CH2:36][CH3:37])=[O:34].[CH3:54][N:55](C)[CH:56]=[O:57], predict the reaction product. The product is: [C:15]([O:14][C:56]([N:55]([CH3:54])[C@H:3]([C:4]([NH:46][C@H:45]([C:44]([N:43]([C@@H:39]([CH:40]([CH3:41])[CH3:42])/[CH:38]=[C:32](\[CH3:31])/[C:33]([O:35][CH2:36][CH3:37])=[O:34])[CH3:53])=[O:52])[C:47]([CH3:51])([CH2:49][CH3:50])[CH3:48])=[O:6])[C:2]([CH3:1])([CH3:7])[C:8]1[CH:13]=[CH:12][CH:11]=[CH:10][CH:9]=1)=[O:57])([CH3:16])([CH3:23])[CH3:24]. (3) Given the reactants CN(OC)[C:3](=[O:15])[C:4]1[CH:9]=[CH:8][CH:7]=[CH:6][C:5]=1[C:10]#[C:11][CH2:12][O:13][CH3:14].[CH2:18]([Mg]Cl)[C:19]1[CH:24]=[CH:23][CH:22]=[CH:21][CH:20]=1, predict the reaction product. The product is: [CH3:14][O:13][CH2:12][C:11]#[C:10][C:5]1[CH:6]=[CH:7][CH:8]=[CH:9][C:4]=1[C:3](=[O:15])[CH2:18][C:19]1[CH:24]=[CH:23][CH:22]=[CH:21][CH:20]=1. (4) Given the reactants [C:1]1([N:7]2[C:11]([CH2:12][CH2:13][CH3:14])=[CH:10][C:9]([CH2:15][CH2:16][CH:17]=O)=[N:8]2)[CH:6]=[CH:5][CH:4]=[CH:3][CH:2]=1.[CH3:19][C:20]1[CH:25]=[C:24]([CH3:26])[CH:23]=[CH:22][C:21]=1[N:27]1[CH2:32][CH2:31][NH:30][CH2:29][CH2:28]1.CCN(C(C)C)C(C)C.[BH-](OC(C)=O)(OC(C)=O)OC(C)=O.[Na+], predict the reaction product. The product is: [CH3:19][C:20]1[CH:25]=[C:24]([CH3:26])[CH:23]=[CH:22][C:21]=1[N:27]1[CH2:28][CH2:29][N:30]([CH2:17][CH2:16][CH2:15][C:9]2[CH:10]=[C:11]([CH2:12][CH2:13][CH3:14])[N:7]([C:1]3[CH:6]=[CH:5][CH:4]=[CH:3][CH:2]=3)[N:8]=2)[CH2:31][CH2:32]1.